This data is from Peptide-MHC class I binding affinity with 185,985 pairs from IEDB/IMGT. The task is: Regression. Given a peptide amino acid sequence and an MHC pseudo amino acid sequence, predict their binding affinity value. This is MHC class I binding data. (1) The MHC is H-2-Kb with pseudo-sequence H-2-Kb. The binding affinity (normalized) is 0.0352. The peptide sequence is FQRQNGQFI. (2) The peptide sequence is LTSWIRYIQYG. The MHC is Mamu-A01 with pseudo-sequence Mamu-A01. The binding affinity (normalized) is 0.550. (3) The peptide sequence is YLRLYIILA. The MHC is HLA-A02:06 with pseudo-sequence HLA-A02:06. The binding affinity (normalized) is 0.229. (4) The MHC is HLA-A23:01 with pseudo-sequence HLA-A23:01. The binding affinity (normalized) is 0.310. The peptide sequence is FHGIFYSIF. (5) The peptide sequence is NSPISNRT. The MHC is Mamu-A01 with pseudo-sequence Mamu-A01. The binding affinity (normalized) is 0.145. (6) The peptide sequence is ETFGFEIQSY. The MHC is Patr-A0301 with pseudo-sequence YYAMYQENMASTDVDTLYIIYRDYTWAALAYRWY. The binding affinity (normalized) is 0.224.